Dataset: Catalyst prediction with 721,799 reactions and 888 catalyst types from USPTO. Task: Predict which catalyst facilitates the given reaction. Reactant: [Cl:1][C:2]1[N:7]=[C:6](Cl)[C:5]([N+:9]([O-:11])=[O:10])=[CH:4][N:3]=1.[CH:12]([N:15](C(C)C)CC)(C)C.CN. Product: [Cl:1][C:2]1[N:7]=[C:6]([NH:15][CH3:12])[C:5]([N+:9]([O-:11])=[O:10])=[CH:4][N:3]=1. The catalyst class is: 56.